Dataset: NCI-60 drug combinations with 297,098 pairs across 59 cell lines. Task: Regression. Given two drug SMILES strings and cell line genomic features, predict the synergy score measuring deviation from expected non-interaction effect. (1) Drug 2: C1C(C(OC1N2C=NC3=C2NC=NCC3O)CO)O. Synergy scores: CSS=-2.08, Synergy_ZIP=1.11, Synergy_Bliss=0.266, Synergy_Loewe=-1.31, Synergy_HSA=-1.21. Cell line: RXF 393. Drug 1: CC1C(C(CC(O1)OC2CC(CC3=C2C(=C4C(=C3O)C(=O)C5=C(C4=O)C(=CC=C5)OC)O)(C(=O)CO)O)N)O.Cl. (2) Drug 1: CC1=C2C(C(=O)C3(C(CC4C(C3C(C(C2(C)C)(CC1OC(=O)C(C(C5=CC=CC=C5)NC(=O)C6=CC=CC=C6)O)O)OC(=O)C7=CC=CC=C7)(CO4)OC(=O)C)O)C)OC(=O)C. Drug 2: CCN(CC)CCCC(C)NC1=C2C=C(C=CC2=NC3=C1C=CC(=C3)Cl)OC. Cell line: HS 578T. Synergy scores: CSS=37.8, Synergy_ZIP=-2.59, Synergy_Bliss=-4.25, Synergy_Loewe=-33.6, Synergy_HSA=-3.87. (3) Drug 1: CN(C)C1=NC(=NC(=N1)N(C)C)N(C)C. Drug 2: C1CNP(=O)(OC1)N(CCCl)CCCl. Cell line: SF-295. Synergy scores: CSS=-2.02, Synergy_ZIP=0.119, Synergy_Bliss=0.184, Synergy_Loewe=-1.13, Synergy_HSA=-0.865. (4) Drug 1: CS(=O)(=O)OCCCCOS(=O)(=O)C. Drug 2: CCN(CC)CCCC(C)NC1=C2C=C(C=CC2=NC3=C1C=CC(=C3)Cl)OC. Cell line: HS 578T. Synergy scores: CSS=12.2, Synergy_ZIP=-2.55, Synergy_Bliss=0.160, Synergy_Loewe=-0.627, Synergy_HSA=0.881.